This data is from Full USPTO retrosynthesis dataset with 1.9M reactions from patents (1976-2016). The task is: Predict the reactants needed to synthesize the given product. Given the product [CH3:19][N:45]([CH3:46])[CH2:53][CH2:54][O:55][CH2:56][CH2:52][O:1][C:2]1[CH:3]=[CH:4][C:5]([C:6]2[O:7][C:8]3[C:13]([C:14](=[O:16])[CH:15]=2)=[CH:12][CH:11]=[CH:10][CH:9]=3)=[CH:17][CH:18]=1, predict the reactants needed to synthesize it. The reactants are: [OH:1][C:2]1[CH:18]=[CH:17][C:5]([C:6]2[O:7][C:8]3[C:13]([C:14](=[O:16])[CH:15]=2)=[CH:12][CH:11]=[CH:10][CH:9]=3)=[CH:4][CH:3]=1.[CH:19]1C=CC(P(C2C=CC=CC=2)C2C=CC=CC=2)=CC=1.CC(OC(/N=[N:45]/[C:46](OC(C)C)=O)=O)C.[CH2:52]1[CH2:56][O:55][CH2:54][CH2:53]1.